Dataset: Full USPTO retrosynthesis dataset with 1.9M reactions from patents (1976-2016). Task: Predict the reactants needed to synthesize the given product. (1) Given the product [C:19]([O:18][C:17]([NH:16][CH2:15][CH2:14][NH:2][C@H:3]1[CH2:4][CH2:5][C@H:6]([C:9]([O:11][CH3:12])=[O:10])[CH2:7][CH2:8]1)=[O:23])([CH3:22])([CH3:21])[CH3:20], predict the reactants needed to synthesize it. The reactants are: Cl.[NH2:2][C@H:3]1[CH2:8][CH2:7][C@H:6]([C:9]([O:11][CH3:12])=[O:10])[CH2:5][CH2:4]1.O=[CH:14][CH2:15][NH:16][C:17](=[O:23])[O:18][C:19]([CH3:22])([CH3:21])[CH3:20].C(O[BH-](OC(=O)C)OC(=O)C)(=O)C.[Na+].C(=O)([O-])O.[Na+]. (2) Given the product [F:15][C:16]([F:27])([F:28])[O:17][C:18]1[CH:23]=[CH:22][C:21]([C:2]2[C:6]3[CH:7]=[C:8]([C:11]([O:13][CH3:14])=[O:12])[CH:9]=[CH:10][C:5]=3[O:4][CH:3]=2)=[CH:20][CH:19]=1, predict the reactants needed to synthesize it. The reactants are: Br[C:2]1[C:6]2[CH:7]=[C:8]([C:11]([O:13][CH3:14])=[O:12])[CH:9]=[CH:10][C:5]=2[O:4][CH:3]=1.[F:15][C:16]([F:28])([F:27])[O:17][C:18]1[CH:23]=[CH:22][C:21](B(O)O)=[CH:20][CH:19]=1. (3) Given the product [C:1]([N:4]1[CH2:9][CH2:8][N:7]([C:10]2[CH:11]=[C:12]([CH3:27])[C:13]3[N:17]=[C:16]([C:18]4[C:19](=[O:25])[NH:20][CH:21]=[CH:22][C:23]=4[NH:28][C@H:29]([CH2:30][OH:31])[CH2:32][C:33]4[CH:34]=[CH:35][CH:36]=[CH:37][CH:38]=4)[NH:15][C:14]=3[CH:26]=2)[CH2:6][CH2:5]1)(=[O:3])[CH3:2], predict the reactants needed to synthesize it. The reactants are: [C:1]([N:4]1[CH2:9][CH2:8][N:7]([C:10]2[CH:11]=[C:12]([CH3:27])[C:13]3[N:17]=[C:16]([C:18]4[C:19](=[O:25])[NH:20][CH:21]=[CH:22][C:23]=4Cl)[NH:15][C:14]=3[CH:26]=2)[CH2:6][CH2:5]1)(=[O:3])[CH3:2].[NH2:28][C@@H:29]([CH2:32][C:33]1[CH:38]=[CH:37][CH:36]=[CH:35][CH:34]=1)[CH2:30][OH:31].CN1CCOCC1. (4) Given the product [O:13]=[C:12]1[N:8]([C:4]2[CH:5]=[CH:6][CH:7]=[C:2]([NH:1][C:44]([C:40]3[CH:39]=[N:38][CH:43]=[CH:42][CH:41]=3)=[O:45])[CH:3]=2)[CH2:9][CH:10]([C:14]([NH:16][CH:17]([C:24]2[CH:25]=[N:26][CH:27]=[CH:28][CH:29]=2)[CH2:18][C:19]([O:21][CH2:22][CH3:23])=[O:20])=[O:15])[CH2:11]1, predict the reactants needed to synthesize it. The reactants are: [NH2:1][C:2]1[CH:3]=[C:4]([N:8]2[C:12](=[O:13])[CH2:11][CH:10]([C:14]([NH:16][CH:17]([C:24]3[CH:25]=[N:26][CH:27]=[CH:28][CH:29]=3)[CH2:18][C:19]([O:21][CH2:22][CH3:23])=[O:20])=[O:15])[CH2:9]2)[CH:5]=[CH:6][CH:7]=1.C(N(CC)CC)C.Cl.[N:38]1[CH:43]=[CH:42][CH:41]=[C:40]([C:44](Cl)=[O:45])[CH:39]=1. (5) Given the product [Br:1][C:2]1[CH:3]=[C:4]([CH:5]=[CH:6][CH:7]=1)[O:8][CH2:19][C@H:20]1[CH2:21][O:22]1, predict the reactants needed to synthesize it. The reactants are: [Br:1][C:2]1[CH:3]=[C:4]([OH:8])[CH:5]=[CH:6][CH:7]=1.C([O-])([O-])=O.[Cs+].[Cs+].S(C1C=CC([N+]([O-])=O)=CC=1)(O[CH2:19][C@@H:20]1[O:22][CH2:21]1)(=O)=O. (6) Given the product [NH2:32][C:31]1[C:26]2[C:25]([I:33])=[CH:24][N:23]([C@@H:11]3[O:12][C@H:13]([CH2:14][OH:15])[C@@H:9]([O:8][Si:1]([C:4]([CH3:7])([CH3:6])[CH3:5])([CH3:2])[CH3:3])[CH2:10]3)[C:27]=2[N:28]=[CH:29][N:30]=1, predict the reactants needed to synthesize it. The reactants are: [Si:1]([O:8][C@@H:9]1[C@@H:13]([CH2:14][O:15][Si](C(C)(C)C)(C)C)[O:12][C@@H:11]([N:23]2[C:27]3[N:28]=[CH:29][N:30]=[C:31]([NH2:32])[C:26]=3[C:25]([I:33])=[CH:24]2)[CH2:10]1)([C:4]([CH3:7])([CH3:6])[CH3:5])([CH3:3])[CH3:2].C(O)(C(F)(F)F)=O.